From a dataset of Forward reaction prediction with 1.9M reactions from USPTO patents (1976-2016). Predict the product of the given reaction. (1) The product is: [Cl:1][C:2]1[C:3]2[C:10]([C:15]3[CH:16]=[CH:17][CH:18]=[C:13]([Cl:12])[C:14]=3[CH3:28])=[CH:9][S:8][C:4]=2[N:5]=[CH:6][N:7]=1. Given the reactants [Cl:1][C:2]1[C:3]2[C:10](I)=[CH:9][S:8][C:4]=2[N:5]=[CH:6][N:7]=1.[Cl:12][C:13]1[C:14]([CH3:28])=[C:15](B2OC(C)(C)C(C)(C)O2)[CH:16]=[CH:17][CH:18]=1.[O-]P([O-])([O-])=O.[K+].[K+].[K+].[NH4+].[Cl-], predict the reaction product. (2) Given the reactants [CH3:1][C:2]1[N:3]=[CH:4][N:5]([C:7]2[CH:8]=[C:9]([NH2:17])[CH:10]=[C:11]([C:13]([F:16])([F:15])[F:14])[CH:12]=2)[CH:6]=1.C[Al](C)C.[CH3:22][C:23]([Si:26]([C:48]1[CH:53]=[CH:52][CH:51]=[CH:50][CH:49]=1)([C:42]1[CH:47]=[CH:46][CH:45]=[CH:44][CH:43]=1)[O:27][C:28]1[CH:29]=[C:30]2[C:35](=[CH:36][CH:37]=1)[C:34]([C:38](OC)=[O:39])=[CH:33][CH:32]=[CH:31]2)([CH3:25])[CH3:24].[NH4+].[Cl-], predict the reaction product. The product is: [CH3:25][C:23]([Si:26]([C:42]1[CH:47]=[CH:46][CH:45]=[CH:44][CH:43]=1)([C:48]1[CH:49]=[CH:50][CH:51]=[CH:52][CH:53]=1)[O:27][C:28]1[CH:29]=[C:30]2[C:35](=[CH:36][CH:37]=1)[C:34]([C:38]([NH:17][C:9]1[CH:10]=[C:11]([C:13]([F:16])([F:14])[F:15])[CH:12]=[C:7]([N:5]3[CH:6]=[C:2]([CH3:1])[N:3]=[CH:4]3)[CH:8]=1)=[O:39])=[CH:33][CH:32]=[CH:31]2)([CH3:22])[CH3:24].